This data is from Catalyst prediction with 721,799 reactions and 888 catalyst types from USPTO. The task is: Predict which catalyst facilitates the given reaction. (1) Reactant: [Cl:1][C:2]1[C:3]([O:16][CH2:17][CH:18]2[CH:23]([CH3:24])[CH2:22][CH2:21][CH2:20][CH:19]2[CH3:25])=[CH:4][C:5]([F:15])=[C:6]([CH:14]=1)[C:7]([O:9]C(C)(C)C)=[O:8].FC(F)(F)C(O)=O. Product: [Cl:1][C:2]1[C:3]([O:16][CH2:17][CH:18]2[CH:23]([CH3:24])[CH2:22][CH2:21][CH2:20][CH:19]2[CH3:25])=[CH:4][C:5]([F:15])=[C:6]([CH:14]=1)[C:7]([OH:9])=[O:8]. The catalyst class is: 4. (2) Reactant: [CH3:1][O:2][C:3]([C:5]1[CH:10]=[C:9]([CH3:11])[N:8]=[C:7](Cl)[N:6]=1)=[O:4].[C:13]1([C:22]2[CH:27]=[CH:26][CH:25]=[CH:24][CH:23]=2)[CH:18]=[CH:17][C:16](B(O)O)=[CH:15][CH:14]=1.C(P(C(C)(C)C)C(C)(C)C)(C)(C)C.[F-].[K+]. Product: [CH3:1][O:2][C:3]([C:5]1[CH:10]=[C:9]([CH3:11])[N:8]=[C:7]([C:25]2[CH:26]=[CH:27][C:22]([C:13]3[CH:18]=[CH:17][CH:16]=[CH:15][CH:14]=3)=[CH:23][CH:24]=2)[N:6]=1)=[O:4]. The catalyst class is: 443. (3) Product: [O:1]1[CH:5]=[CH:4][CH:3]=[C:2]1[C:6]1[O:12][C:10](=[O:11])/[C:9](=[CH:29]/[C:27]2[O:28][C:24]([C:18]3[CH:19]=[CH:20][CH:21]=[CH:22][CH:23]=3)=[CH:25][CH:26]=2)/[N:8]=1. The catalyst class is: 152. Reactant: [O:1]1[CH:5]=[CH:4][CH:3]=[C:2]1[C:6]([NH:8][CH2:9][C:10]([OH:12])=[O:11])=O.C([O-])(=O)C.[Na+].[C:18]1([C:24]2[O:28][C:27]([CH:29]=O)=[CH:26][CH:25]=2)[CH:23]=[CH:22][CH:21]=[CH:20][CH:19]=1. (4) Reactant: [F:1][C:2]([F:8])([F:7])[S:3]([O-:6])(=[O:5])=[O:4].[CH3:9][N+:10]1[C:20]2[C:15](=[CH:16][CH:17]=[CH:18][CH:19]=2)[C:13]([CH3:14])=[CH:12][CH:11]=1.N1CCCCC1.[CH3:27][N:28]1[CH:32]=[CH:31][CH:30]=[C:29]1[CH:33]=O. Product: [OH:6][S:3]([C:2]([F:8])([F:7])[F:1])(=[O:5])=[O:4].[CH3:9][N:10]1[C:20]2[C:15](=[CH:16][CH:17]=[CH:18][CH:19]=2)[C:13]([CH:14]=[CH:33][C:29]2[N:28]([CH3:27])[CH:32]=[CH:31][CH:30]=2)=[CH:12][CH2:11]1. The catalyst class is: 8. (5) Reactant: [CH2:1]1[O:22][CH2:21][CH2:20][O:19][CH2:18][CH2:17][O:16][C:15]2[C:10](=[C:11](N)[CH:12]=[CH:13][CH:14]=2)[O:9][CH2:8][CH2:7][O:6][CH2:5][CH2:4][O:3][CH2:2]1.C(=O)(O)[O-].[Na+].CC(C)=O. The catalyst class is: 12. Product: [CH2:1]1[O:22][CH2:21][CH2:20][O:19][CH2:18][CH2:17][O:16][C:15]2[C:10](=[CH:11][CH:12]=[CH:13][CH:14]=2)[O:9][CH2:8][CH2:7][O:6][CH2:5][CH2:4][O:3][CH2:2]1. (6) Product: [CH3:20][O:21][C:22]1[CH:29]=[CH:28][C:25]([CH2:26][N:12]2[C:11]3[CH:16]=[CH:17][CH:18]=[CH:19][C:10]=3[C:9]([C:3]3[CH:4]=[CH:5][CH:6]=[CH:7][CH:8]=3)=[N:15][CH2:14][CH2:13]2)=[CH:24][CH:23]=1. Reactant: [H-].[Na+].[C:3]1([C:9]2[C:10]3[CH:19]=[CH:18][CH:17]=[CH:16][C:11]=3[NH:12][CH2:13][CH2:14][N:15]=2)[CH:8]=[CH:7][CH:6]=[CH:5][CH:4]=1.[CH3:20][O:21][C:22]1[CH:29]=[CH:28][C:25]([CH2:26]Cl)=[CH:24][CH:23]=1. The catalyst class is: 499.